Dataset: Forward reaction prediction with 1.9M reactions from USPTO patents (1976-2016). Task: Predict the product of the given reaction. (1) Given the reactants [O:1]1[C:6]2[CH:7]=[CH:8][C:9]([S:11][C:12]3[CH:17]=[CH:16][C:15](/[CH:18]=[CH:19]/[C:20]([N:22]4[CH2:27][CH2:26][CH2:25][CH2:24][CH:23]4[C:28]([O:30]CC)=[O:29])=[O:21])=[CH:14][C:13]=3[C:33]([F:36])([F:35])[F:34])=[CH:10][C:5]=2[O:4][CH2:3][CH2:2]1.[OH-].[Na+].CCO, predict the reaction product. The product is: [O:1]1[C:6]2[CH:7]=[CH:8][C:9]([S:11][C:12]3[CH:17]=[CH:16][C:15](/[CH:18]=[CH:19]/[C:20]([N:22]4[CH2:27][CH2:26][CH2:25][CH2:24][CH:23]4[C:28]([OH:30])=[O:29])=[O:21])=[CH:14][C:13]=3[C:33]([F:35])([F:34])[F:36])=[CH:10][C:5]=2[O:4][CH2:3][CH2:2]1. (2) Given the reactants CC(C)(C)C([C:5]12[O:14][CH:11]([CH:12]=[CH:13]1)[CH:10]1[CH:6]2[C:7](=[O:16])[O:8][C:9]1=[O:15])=O.OS(O)(=O)=O, predict the reaction product. The product is: [OH:14][C:11]1[CH:12]=[CH:13][CH:5]=[C:6]2[C:7]([O:8][C:9](=[O:15])[C:10]=12)=[O:16]. (3) Given the reactants Br[C:2]1[CH:3]=[CH:4][C:5]2[O:14][CH2:13][CH2:12][C:11]3[S:10][C:9]([C:15]4[N:16]([CH:20]([CH3:22])[CH3:21])[N:17]=[CH:18][N:19]=4)=[N:8][C:7]=3[C:6]=2[CH:23]=1.[CH3:24][O:25][C:26]1[N:31]=[CH:30][C:29](B(O)O)=[CH:28][CH:27]=1, predict the reaction product. The product is: [CH:20]([N:16]1[C:15]([C:9]2[S:10][C:11]3[CH2:12][CH2:13][O:14][C:5]4[CH:4]=[CH:3][C:2]([C:29]5[CH:30]=[N:31][C:26]([O:25][CH3:24])=[CH:27][CH:28]=5)=[CH:23][C:6]=4[C:7]=3[N:8]=2)=[N:19][CH:18]=[N:17]1)([CH3:22])[CH3:21].